Dataset: NCI-60 drug combinations with 297,098 pairs across 59 cell lines. Task: Regression. Given two drug SMILES strings and cell line genomic features, predict the synergy score measuring deviation from expected non-interaction effect. (1) Drug 1: COC1=NC(=NC2=C1N=CN2C3C(C(C(O3)CO)O)O)N. Drug 2: CCCCCOC(=O)NC1=NC(=O)N(C=C1F)C2C(C(C(O2)C)O)O. Cell line: HT29. Synergy scores: CSS=-2.88, Synergy_ZIP=5.76, Synergy_Bliss=9.75, Synergy_Loewe=1.16, Synergy_HSA=1.51. (2) Drug 1: CC12CCC(CC1=CCC3C2CCC4(C3CC=C4C5=CN=CC=C5)C)O. Drug 2: C#CCC(CC1=CN=C2C(=N1)C(=NC(=N2)N)N)C3=CC=C(C=C3)C(=O)NC(CCC(=O)O)C(=O)O. Cell line: HCC-2998. Synergy scores: CSS=9.03, Synergy_ZIP=0.0845, Synergy_Bliss=0.930, Synergy_Loewe=-2.47, Synergy_HSA=-2.70. (3) Drug 1: CC1=C(C=C(C=C1)NC2=NC=CC(=N2)N(C)C3=CC4=NN(C(=C4C=C3)C)C)S(=O)(=O)N.Cl. Drug 2: CN(C(=O)NC(C=O)C(C(C(CO)O)O)O)N=O. Synergy scores: CSS=0.729, Synergy_ZIP=-0.490, Synergy_Bliss=-1.93, Synergy_Loewe=-4.72, Synergy_HSA=-4.66. Cell line: SF-268. (4) Drug 1: CC1=C(C=C(C=C1)C(=O)NC2=CC(=CC(=C2)C(F)(F)F)N3C=C(N=C3)C)NC4=NC=CC(=N4)C5=CN=CC=C5. Drug 2: C1CC(=O)NC(=O)C1N2C(=O)C3=CC=CC=C3C2=O. Cell line: HOP-92. Synergy scores: CSS=0.805, Synergy_ZIP=3.73, Synergy_Bliss=5.48, Synergy_Loewe=4.00, Synergy_HSA=1.81. (5) Drug 1: CC(CN1CC(=O)NC(=O)C1)N2CC(=O)NC(=O)C2. Drug 2: C1=NNC2=C1C(=O)NC=N2. Cell line: T-47D. Synergy scores: CSS=8.67, Synergy_ZIP=-1.13, Synergy_Bliss=3.15, Synergy_Loewe=-2.71, Synergy_HSA=2.19. (6) Drug 1: CN(C)N=NC1=C(NC=N1)C(=O)N. Drug 2: COC1=C2C(=CC3=C1OC=C3)C=CC(=O)O2. Cell line: K-562. Synergy scores: CSS=6.63, Synergy_ZIP=-1.00, Synergy_Bliss=2.29, Synergy_Loewe=-1.26, Synergy_HSA=1.24. (7) Drug 1: C1=CC(=CC=C1C#N)C(C2=CC=C(C=C2)C#N)N3C=NC=N3. Drug 2: C1=CN(C=N1)CC(O)(P(=O)(O)O)P(=O)(O)O. Cell line: NCI-H460. Synergy scores: CSS=1.63, Synergy_ZIP=0.192, Synergy_Bliss=-1.71, Synergy_Loewe=0.813, Synergy_HSA=-2.22.